Predict the reactants needed to synthesize the given product. From a dataset of Retrosynthesis with 50K atom-mapped reactions and 10 reaction types from USPTO. Given the product Cc1cnc(CN(CCCCN(C(=O)OC(C)(C)C)C2CC2)Cc2ncccc2C(C)(C)c2ccc(Cl)cc2)c(C)c1, predict the reactants needed to synthesize it. The reactants are: CC(C)(c1ccc(Cl)cc1)c1cccnc1COS(C)(=O)=O.Cc1cnc(CNCCCCN(C(=O)OC(C)(C)C)C2CC2)c(C)c1.